From a dataset of Forward reaction prediction with 1.9M reactions from USPTO patents (1976-2016). Predict the product of the given reaction. (1) Given the reactants [N+](C1C=CC(O[C:11]([N:13]2[CH2:18][CH2:17][CH:16]([C:19]3[CH:24]=[CH:23][C:22]([NH:25][C:26]([C:28]4[N:29]=[C:30]([C:37]5[CH:42]=[CH:41][CH:40]=[CH:39][CH:38]=5)[O:31][C:32]=4[C:33]([F:36])([F:35])[F:34])=[O:27])=[CH:21][CH:20]=3)[CH2:15][CH2:14]2)=[O:12])=CC=1)([O-])=O.C[O:44][C:45]([CH:47]1[CH2:51][CH2:50][NH:49][CH2:48]1)=[O:46], predict the reaction product. The product is: [C:37]1([C:30]2[O:31][C:32]([C:33]([F:35])([F:36])[F:34])=[C:28]([C:26]([NH:25][C:22]3[CH:21]=[CH:20][C:19]([CH:16]4[CH2:15][CH2:14][N:13]([C:11]([N:49]5[CH2:50][CH2:51][CH:47]([C:45]([OH:46])=[O:44])[CH2:48]5)=[O:12])[CH2:18][CH2:17]4)=[CH:24][CH:23]=3)=[O:27])[N:29]=2)[CH:42]=[CH:41][CH:40]=[CH:39][CH:38]=1. (2) Given the reactants [Si:1]([O:8][C:9]1[CH:13]=[C:12]([C:14]([F:17])([F:16])[F:15])[S:11][C:10]=1[CH2:18]O)([C:4]([CH3:7])([CH3:6])[CH3:5])([CH3:3])[CH3:2].C(N(CC)CC)C.S(Cl)([Cl:29])=O, predict the reaction product. The product is: [C:4]([Si:1]([O:8][C:9]1[CH:13]=[C:12]([C:14]([F:17])([F:16])[F:15])[S:11][C:10]=1[CH2:18][Cl:29])([CH3:3])[CH3:2])([CH3:7])([CH3:6])[CH3:5].